Dataset: Catalyst prediction with 721,799 reactions and 888 catalyst types from USPTO. Task: Predict which catalyst facilitates the given reaction. (1) Reactant: [CH3:1][O:2][C:3]([C:5]1[C:14]2[CH2:13][CH2:12][CH2:11][CH2:10][C:9]=2[CH:8]=[CH:7][C:6]=1[NH:15][S:16]([C:19]1[CH:24]=[CH:23][CH:22]=[CH:21][C:20]=1[NH:25][CH2:26][CH:27]1[CH2:32][CH2:31][N:30](C(OC(C)(C)C)=O)[CH2:29][CH2:28]1)(=[O:18])=[O:17])=[O:4].C(O)(C(F)(F)F)=O. Product: [NH:30]1[CH2:31][CH2:32][CH:27]([CH2:26][NH:25][C:20]2[CH:21]=[CH:22][CH:23]=[CH:24][C:19]=2[S:16]([NH:15][C:6]2[CH:7]=[CH:8][C:9]3[CH2:10][CH2:11][CH2:12][CH2:13][C:14]=3[C:5]=2[C:3]([O:2][CH3:1])=[O:4])(=[O:17])=[O:18])[CH2:28][CH2:29]1. The catalyst class is: 2. (2) Reactant: [CH2:1]([O:3][C:4](=[O:22])[CH2:5][CH2:6][CH2:7][O:8][C:9]1[CH:10]=[N:11][C:12]([C:15]2[CH:20]=[CH:19][CH:18]=[C:17]([OH:21])[CH:16]=2)=[CH:13][CH:14]=1)[CH3:2].[H-].[Na+].Br[CH:26]1[CH2:29][CH2:28][CH2:27]1. Product: [CH2:1]([O:3][C:4](=[O:22])[CH2:5][CH2:6][CH2:7][O:8][C:9]1[CH:10]=[N:11][C:12]([C:15]2[CH:20]=[CH:19][CH:18]=[C:17]([O:21][CH:26]3[CH2:29][CH2:28][CH2:27]3)[CH:16]=2)=[CH:13][CH:14]=1)[CH3:2]. The catalyst class is: 3. (3) Reactant: Br[C:2]1[CH:7]=[C:6]([N:8]2[C:20]3[CH:19]=[C:18]4[C:21]([CH3:29])([CH3:28])[C:22]5[C:27]([C:17]4=[CH:16][C:15]=3[C:14]3[C:9]2=[CH:10][CH:11]=[CH:12][CH:13]=3)=[CH:26][CH:25]=[CH:24][CH:23]=5)[CH:5]=[C:4](Br)[N:3]=1.[N:31]1[CH:36]=[C:35](B(O)O)[CH:34]=[N:33][CH:32]=1.C([O-])([O-])=O.[Na+].[Na+]. Product: [N:31]1[CH:36]=[C:35]([C:2]2[CH:7]=[C:6]([N:8]3[C:20]4[CH:19]=[C:18]5[C:21]([CH3:29])([CH3:28])[C:22]6[C:27]([C:17]5=[CH:16][C:15]=4[C:14]4[C:9]3=[CH:10][CH:11]=[CH:12][CH:13]=4)=[CH:26][CH:25]=[CH:24][CH:23]=6)[CH:5]=[C:4]([C:35]3[CH:36]=[N:31][CH:32]=[N:33][CH:34]=3)[N:3]=2)[CH:34]=[N:33][CH:32]=1. The catalyst class is: 104. (4) Reactant: Br[CH2:2][C:3]1[N:7]([CH3:8])[N:6]([CH:9]2[CH2:14][CH2:13][CH2:12][CH2:11][CH2:10]2)[C:5](=[O:15])[C:4]=1[Cl:16].[Cl:17][C:18]1[CH:19]=[CH:20][C:21]([CH3:30])=[C:22]([N:24]2[CH2:29][CH2:28][NH:27][CH2:26][CH2:25]2)[CH:23]=1.C(=O)([O-])[O-].[K+].[K+]. Product: [Cl:16][C:4]1[C:5](=[O:15])[N:6]([CH:9]2[CH2:14][CH2:13][CH2:12][CH2:11][CH2:10]2)[N:7]([CH3:8])[C:3]=1[CH2:2][N:27]1[CH2:26][CH2:25][N:24]([C:22]2[CH:23]=[C:18]([Cl:17])[CH:19]=[CH:20][C:21]=2[CH3:30])[CH2:29][CH2:28]1. The catalyst class is: 10. (5) Reactant: Cl.[Cl:2][C:3]1[CH:10]=[CH:9][C:8]([N+:11]([O-])=O)=[CH:7][C:4]=1[C:5]#[N:6].O.O.Cl[Sn]Cl.[OH-].[Na+]. Product: [NH2:11][C:8]1[CH:9]=[CH:10][C:3]([Cl:2])=[C:4]([CH:7]=1)[C:5]#[N:6]. The catalyst class is: 32. (6) Reactant: [CH3:1][O:2][C:3](=[O:10])[C@H:4]([CH:7]([CH3:9])[CH3:8])[NH:5][CH3:6].C(N(CC)CC)C.[Br:18][C:19]1[CH:24]=[CH:23][C:22]([S:25](Cl)(=[O:27])=[O:26])=[CH:21][CH:20]=1. Product: [Br:18][C:19]1[CH:24]=[CH:23][C:22]([S:25]([N:5]([CH3:6])[C@H:4]([C:3]([O:2][CH3:1])=[O:10])[CH:7]([CH3:9])[CH3:8])(=[O:27])=[O:26])=[CH:21][CH:20]=1. The catalyst class is: 2. (7) Reactant: [CH3:1][O:2][C:3]1[CH:4]=[C:5]2[C:10](=[CH:11][C:12]=1[O:13][CH3:14])[N:9]=[CH:8][N:7]=[C:6]2[O:15][C:16]1[CH:22]=[CH:21][C:19]([NH2:20])=[C:18]([O:23][CH3:24])[CH:17]=1.Cl[C:26](Cl)([O:28]C(=O)OC(Cl)(Cl)Cl)Cl.[CH3:37][CH2:38][CH:39]([OH:43])[CH2:40][C:41]#[CH:42].C(=O)(O)[O-].[Na+]. Product: [CH3:1][O:2][C:3]1[CH:4]=[C:5]2[C:10](=[CH:11][C:12]=1[O:13][CH3:14])[N:9]=[CH:8][N:7]=[C:6]2[O:15][C:16]1[CH:22]=[CH:21][C:19]([NH:20][C:26](=[O:28])[O:43][CH:39]([CH2:38][CH3:37])[CH2:40][C:41]#[CH:42])=[C:18]([O:23][CH3:24])[CH:17]=1. The catalyst class is: 208.